From a dataset of NCI-60 drug combinations with 297,098 pairs across 59 cell lines. Regression. Given two drug SMILES strings and cell line genomic features, predict the synergy score measuring deviation from expected non-interaction effect. Drug 1: CC1C(C(=O)NC(C(=O)N2CCCC2C(=O)N(CC(=O)N(C(C(=O)O1)C(C)C)C)C)C(C)C)NC(=O)C3=C4C(=C(C=C3)C)OC5=C(C(=O)C(=C(C5=N4)C(=O)NC6C(OC(=O)C(N(C(=O)CN(C(=O)C7CCCN7C(=O)C(NC6=O)C(C)C)C)C)C(C)C)C)N)C. Drug 2: CCC1=C2CN3C(=CC4=C(C3=O)COC(=O)C4(CC)O)C2=NC5=C1C=C(C=C5)O. Cell line: MDA-MB-435. Synergy scores: CSS=27.9, Synergy_ZIP=-10.2, Synergy_Bliss=-1.29, Synergy_Loewe=-1.99, Synergy_HSA=-0.708.